Dataset: Full USPTO retrosynthesis dataset with 1.9M reactions from patents (1976-2016). Task: Predict the reactants needed to synthesize the given product. (1) Given the product [C:1]1([CH2:7][CH2:8][CH2:9][CH:10]([NH:20][C:21]([CH:23]2[CH2:28][CH2:27][N:26]([CH2:41][CH:31]([OH:30])[CH2:32][C:33]3[CH:39]=[C:40]([O:44][CH3:45])[C:41]([O:42][CH3:43])=[C:31]([O:30][CH3:29])[CH:32]=3)[CH2:25][CH2:24]2)=[O:22])[CH2:11][CH2:12][CH2:13][C:14]2[CH:19]=[CH:18][CH:17]=[CH:16][CH:15]=2)[CH:6]=[CH:5][CH:4]=[CH:3][CH:2]=1, predict the reactants needed to synthesize it. The reactants are: [C:1]1([CH2:7][CH2:8][CH2:9][CH:10]([NH:20][C:21]([CH:23]2[CH2:28][CH2:27][NH:26][CH2:25][CH2:24]2)=[O:22])[CH2:11][CH2:12][CH2:13][C:14]2[CH:19]=[CH:18][CH:17]=[CH:16][CH:15]=2)[CH:6]=[CH:5][CH:4]=[CH:3][CH:2]=1.[CH3:29][O:30][C:31]1[CH:32]=[C:33]([CH:39]=[C:40]([O:44][CH3:45])[C:41]=1[O:42][CH3:43])OCC1CO1. (2) The reactants are: [Cl:1][C:2]1[CH:3]=[C:4]([C:11]2[CH:16]=[CH:15][C:14]([OH:17])=[CH:13][CH:12]=2)[CH:5]=[C:6]([Cl:10])[C:7]=1[CH:8]=O.Cl.[NH2:19][OH:20]. Given the product [Cl:1][C:2]1[CH:3]=[C:4]([C:11]2[CH:16]=[CH:15][C:14]([OH:17])=[CH:13][CH:12]=2)[CH:5]=[C:6]([Cl:10])[C:7]=1[CH:8]=[N:19][OH:20], predict the reactants needed to synthesize it.